Task: Predict the reactants needed to synthesize the given product.. Dataset: Full USPTO retrosynthesis dataset with 1.9M reactions from patents (1976-2016) Given the product [C:31]([O:35][C:36]([N:1]1[CH2:2][CH2:3][CH:4]([NH:7][C:8]2[O:9][C:10]3[CH:16]=[CH:15][C:14]([C:17]#[N:18])=[CH:13][C:11]=3[N:12]=2)[CH2:5][CH2:6]1)=[O:37])([CH3:34])([CH3:33])[CH3:32], predict the reactants needed to synthesize it. The reactants are: [NH:1]1[CH2:6][CH2:5][CH:4]([NH:7][C:8]2[O:9][C:10]3[CH:16]=[CH:15][C:14]([C:17]#[N:18])=[CH:13][C:11]=3[N:12]=2)[CH2:3][CH2:2]1.ClC1OC2C=CC(C#N)=CC=2N=1.[C:31]([O:35][C:36](N1CCC(N)CC1)=[O:37])([CH3:34])([CH3:33])[CH3:32].